Dataset: Catalyst prediction with 721,799 reactions and 888 catalyst types from USPTO. Task: Predict which catalyst facilitates the given reaction. (1) Reactant: [NH2:1][C@H:2]1[CH2:6][CH2:5][N:4]([CH:7]2[CH2:12][CH2:11][N:10]([C:13]3[S:17][N:16]=[C:15]([CH:18]([CH3:20])[CH3:19])[N:14]=3)[CH2:9][CH2:8]2)[C:3]1=[O:21].CC1(C)C2C(=C(P(C3C=CC=CC=3)C3C=CC=CC=3)C=CC=2)OC2C(P(C3C=CC=CC=3)C3C=CC=CC=3)=CC=CC1=2.Br[C:65]1[CH:70]=[CH:69][C:68]([Br:71])=[CH:67][N:66]=1.CC([O-])(C)C.[Na+]. Product: [Br:71][C:68]1[CH:69]=[CH:70][C:65]([NH:1][C@H:2]2[CH2:6][CH2:5][N:4]([CH:7]3[CH2:8][CH2:9][N:10]([C:13]4[S:17][N:16]=[C:15]([CH:18]([CH3:19])[CH3:20])[N:14]=4)[CH2:11][CH2:12]3)[C:3]2=[O:21])=[N:66][CH:67]=1. The catalyst class is: 101. (2) Reactant: [NH2:1][C:2]1[CH:3]=[C:4]([CH:7]=[CH:8][N:9]=1)[C:5]#[N:6].C1C(=O)N([Br:17])C(=O)C1. Product: [NH2:1][C:2]1[CH:3]=[C:4]([C:7]([Br:17])=[CH:8][N:9]=1)[C:5]#[N:6]. The catalyst class is: 31. (3) Reactant: [Br:1][C:2]1[C:3]([CH2:10][OH:11])=[N:4][C:5]([O:8][CH3:9])=[CH:6][CH:7]=1. Product: [Br:1][C:2]1[C:3]([CH:10]=[O:11])=[N:4][C:5]([O:8][CH3:9])=[CH:6][CH:7]=1. The catalyst class is: 428. (4) Reactant: [CH3:1][O:2][C:3](=[O:29])[CH2:4][CH2:5][C:6]1[CH:15]=[CH:14][C:13]2[C:8](=[C:9]([N:16]3[CH2:21][CH2:20][N:19](C(OC(C)(C)C)=O)[CH2:18][CH2:17]3)[CH:10]=[CH:11][CH:12]=2)[N:7]=1.FC(F)(F)C(O)=O. Product: [N:16]1([C:9]2[CH:10]=[CH:11][CH:12]=[C:13]3[C:8]=2[N:7]=[C:6]([CH2:5][CH2:4][C:3]([O:2][CH3:1])=[O:29])[CH:15]=[CH:14]3)[CH2:21][CH2:20][NH:19][CH2:18][CH2:17]1. The catalyst class is: 61. (5) Reactant: [NH2:1][C:2]1[CH:3]=[C:4]([CH:7]=[C:8]([N+:10]([O-:12])=[O:11])[CH:9]=1)[C:5]#[N:6].[CH3:13][S:14](Cl)(=[O:16])=[O:15]. Product: [C:5]([C:4]1[CH:3]=[C:2]([N:1]([S:14]([CH3:13])(=[O:16])=[O:15])[S:14]([CH3:13])(=[O:16])=[O:15])[CH:9]=[C:8]([N+:10]([O-:12])=[O:11])[CH:7]=1)#[N:6]. The catalyst class is: 2. (6) Reactant: [CH3:1][O:2][C:3]1[C:4]([CH2:14][CH:15]=[CH2:16])([CH3:13])[C:5]2[C:10]([CH2:11][CH:12]=1)=[CH:9][CH:8]=[CH:7][CH:6]=2.[Cr](O[Cr]([O-])(=O)=O)([O-])(=O)=[O:18].[NH+]1C=CC=CC=1.[NH+]1C=CC=CC=1.C(OO)(C)(C)C. Product: [CH2:14]([C:4]1([CH3:13])[C:5]2[C:10](=[CH:9][CH:8]=[CH:7][CH:6]=2)[C:11](=[O:18])[CH:12]=[C:3]1[O:2][CH3:1])[CH:15]=[CH2:16]. The catalyst class is: 48. (7) Reactant: [Cl:1][C:2]1[C:3]([O:16][C:17]2[CH:18]=[N:19][C:20]([O:24][CH2:25][C:26]([F:31])([F:30])[CH:27]([F:29])[F:28])=[C:21]([Cl:23])[CH:22]=2)=[CH:4][C:5]([F:15])=[C:6]([CH:14]=1)[C:7]([O:9]C(C)(C)C)=[O:8].FC(F)(F)C(O)=O. Product: [Cl:1][C:2]1[C:3]([O:16][C:17]2[CH:18]=[N:19][C:20]([O:24][CH2:25][C:26]([F:30])([F:31])[CH:27]([F:28])[F:29])=[C:21]([Cl:23])[CH:22]=2)=[CH:4][C:5]([F:15])=[C:6]([CH:14]=1)[C:7]([OH:9])=[O:8]. The catalyst class is: 4. (8) Reactant: [C:1]([C:5]1[CH:23]=[CH:22][C:8]([C:9]([NH:11][C:12]2[CH:17]=[CH:16][CH:15]=[C:14]([S:18]([CH3:21])(=[O:20])=[O:19])[CH:13]=2)=[O:10])=[C:7]([O:24][C:25]2[CH:30]=[CH:29][C:28]([F:31])=[CH:27][C:26]=2[Cl:32])[CH:6]=1)([CH3:4])([CH3:3])[CH3:2].[H-].[Na+].IC.[C:37]([O-])(O)=O.[Na+]. Product: [C:1]([C:5]1[CH:23]=[CH:22][C:8]([C:9]([N:11]([CH3:37])[C:12]2[CH:17]=[CH:16][CH:15]=[C:14]([S:18]([CH3:21])(=[O:20])=[O:19])[CH:13]=2)=[O:10])=[C:7]([O:24][C:25]2[CH:30]=[CH:29][C:28]([F:31])=[CH:27][C:26]=2[Cl:32])[CH:6]=1)([CH3:4])([CH3:2])[CH3:3]. The catalyst class is: 3.